Dataset: Peptide-MHC class I binding affinity with 185,985 pairs from IEDB/IMGT. Task: Regression. Given a peptide amino acid sequence and an MHC pseudo amino acid sequence, predict their binding affinity value. This is MHC class I binding data. (1) The peptide sequence is LTMFLITENK. The binding affinity (normalized) is 0.684. The MHC is HLA-A11:01 with pseudo-sequence HLA-A11:01. (2) The peptide sequence is SVANRSKQK. The MHC is HLA-A33:01 with pseudo-sequence HLA-A33:01. The binding affinity (normalized) is 0.000523. (3) The peptide sequence is TIKRRIRQL. The MHC is HLA-A02:19 with pseudo-sequence HLA-A02:19. The binding affinity (normalized) is 0.0847. (4) The peptide sequence is RMVSLVTSF. The MHC is HLA-A01:01 with pseudo-sequence HLA-A01:01. The binding affinity (normalized) is 0.0780.